Dataset: Reaction yield outcomes from USPTO patents with 853,638 reactions. Task: Predict the reaction yield, written as a fraction of the theoretical maximum amount of product (1.0 means a 100% yield; for example, 0.34 means a 34% yield). (1) The reactants are [Si]([O:8][CH2:9][CH2:10][N:11]1[CH2:15][C@H:14]([CH:16]([CH3:18])[CH3:17])[N:13]([C:19]2[CH:24]=[CH:23][N:22]3[N:25]=[CH:26][C:27]([C:28]4[CH:33]=[CH:32][C:31]([C:34]5[N:38]=[CH:37][N:36]([CH2:39][O:40][CH2:41][CH2:42][Si:43]([CH3:46])([CH3:45])[CH3:44])[N:35]=5)=[CH:30][CH:29]=4)=[C:21]3[N:20]=2)[C:12]1=[O:47])(C(C)(C)C)(C)C.[F-].C([N+](CCCC)(CCCC)CCCC)CCC.O. The catalyst is C1COCC1. The product is [OH:8][CH2:9][CH2:10][N:11]1[CH2:15][C@H:14]([CH:16]([CH3:18])[CH3:17])[N:13]([C:19]2[CH:24]=[CH:23][N:22]3[N:25]=[CH:26][C:27]([C:28]4[CH:29]=[CH:30][C:31]([C:34]5[N:38]=[CH:37][N:36]([CH2:39][O:40][CH2:41][CH2:42][Si:43]([CH3:45])([CH3:44])[CH3:46])[N:35]=5)=[CH:32][CH:33]=4)=[C:21]3[N:20]=2)[C:12]1=[O:47]. The yield is 1.00. (2) The reactants are [ClH:1].[CH3:2][N:3]1[C:17]2([CH2:22][CH2:21][N:20](C(OC(C)(C)C)=O)[CH2:19][CH2:18]2)[C:7]2=[CH:8][CH:9]=[C:10]([C:11](=[O:16])[C:12]([F:15])([F:14])[F:13])[N:6]2[CH2:5][CH2:4]1. The catalyst is C(Cl)Cl. The product is [ClH:1].[ClH:1].[F:15][C:12]([F:13])([F:14])[C:11]([C:10]1[N:6]2[CH2:5][CH2:4][N:3]([CH3:2])[C:17]3([CH2:22][CH2:21][NH:20][CH2:19][CH2:18]3)[C:7]2=[CH:8][CH:9]=1)=[O:16]. The yield is 0.990.